Dataset: Forward reaction prediction with 1.9M reactions from USPTO patents (1976-2016). Task: Predict the product of the given reaction. (1) The product is: [C:13]([C:11]1[CH:12]=[C:7]([C:5]2[C:4]([C:3]([NH:2][CH3:1])=[O:22])=[CH:23][N:35]=[C:32]([CH3:33])[N:34]=2)[CH:8]=[C:9]([C:18]([CH3:19])([CH3:21])[CH3:20])[C:10]=1[OH:17])([CH3:15])([CH3:14])[CH3:16]. Given the reactants [CH3:1][NH:2][C:3](=[O:22])[CH2:4][C:5]([C:7]1[CH:12]=[C:11]([C:13]([CH3:16])([CH3:15])[CH3:14])[C:10]([OH:17])=[C:9]([C:18]([CH3:21])([CH3:20])[CH3:19])[CH:8]=1)=O.[CH3:23]OC(OC)N(C)C.Cl.[C:32]([NH2:35])(=[NH:34])[CH3:33].CC(C)([O-])C.[K+].P([O-])(O)(O)=O.[K+], predict the reaction product. (2) Given the reactants [F:1][C:2]1[CH:3]=[CH:4][CH:5]=[C:6]2[C:11]=1[N:10]=[C:9]([NH2:12])[C:8]([C:13]1[CH:18]=[CH:17][CH:16]=[CH:15][C:14]=1[S:19]([CH3:21])=[O:20])=[CH:7]2.C[N+]1([O-])CC[O:26]CC1, predict the reaction product. The product is: [F:1][C:2]1[CH:3]=[CH:4][CH:5]=[C:6]2[C:11]=1[N:10]=[C:9]([NH2:12])[C:8]([C:13]1[CH:18]=[CH:17][CH:16]=[CH:15][C:14]=1[S:19]([CH3:21])(=[O:26])=[O:20])=[CH:7]2.